Task: Predict the reactants needed to synthesize the given product.. Dataset: Full USPTO retrosynthesis dataset with 1.9M reactions from patents (1976-2016) (1) Given the product [CH3:2][C:1]1[C:3]2[C:4](=[CH:6][C:7]([N+:10]([O-:12])=[O:11])=[CH:8][CH:9]=2)[NH:5][N:13]=1, predict the reactants needed to synthesize it. The reactants are: [CH2:1]([C:3]1[CH:9]=[CH:8][C:7]([N+:10]([O-:12])=[O:11])=[CH:6][C:4]=1[NH2:5])[CH3:2].[N:13](OC(C)(C)C)=O. (2) Given the product [CH2:15]([O:1][C:2]1[CH:11]=[CH:10][C:5]([C:6]([OH:8])=[O:7])=[CH:4][C:3]=1[O:12][CH3:13])[CH2:16][CH2:17][CH3:18], predict the reactants needed to synthesize it. The reactants are: [OH:1][C:2]1[CH:11]=[CH:10][C:5]([C:6]([O:8]C)=[O:7])=[CH:4][C:3]=1[O:12][CH3:13].Br[CH2:15][CH2:16][CH2:17][CH3:18]. (3) Given the product [ClH:4].[ClH:34].[ClH:1].[Cl:15][C:12]1[CH:11]=[C:6]2[C:5](=[CH:14][CH:13]=1)[CH:10]=[N:9][C:8]([C:16]1[C:17]([NH2:33])=[N:18][CH:19]=[C:20]([C:22]3[CH:23]=[N:24][N:25]([CH:27]4[CH2:28][CH2:29][NH:30][CH2:31][CH2:32]4)[CH:26]=3)[CH:21]=1)=[CH:7]2, predict the reactants needed to synthesize it. The reactants are: [ClH:1].Cl.Cl.[Cl:4][C:5]1[CH:14]=[CH:13][C:12]([Cl:15])=[C:11]2[C:6]=1[CH:7]=[C:8]([C:16]1[C:17]([NH2:33])=[N:18][CH:19]=[C:20]([C:22]3[CH:23]=[N:24][N:25]([CH:27]4[CH2:32][CH2:31][NH:30][CH2:29][CH2:28]4)[CH:26]=3)[CH:21]=1)[N:9]=[CH:10]2.[Cl:34]C1C=C2C(=CC=1)C=NC(OS(C(F)(F)F)(=O)=O)=C2. (4) Given the product [F:28][C:29]1[CH:34]=[CH:33][CH:32]=[CH:31][C:30]=1[N:8]1[C:6]2=[N:7][C:2]([CH3:1])=[N:3][C:4]([NH2:11])=[C:5]2[CH:10]=[N:9]1, predict the reactants needed to synthesize it. The reactants are: [CH3:1][C:2]1[N:7]=[C:6]2[NH:8][N:9]=[CH:10][C:5]2=[C:4]([NH2:11])[N:3]=1.C(=O)([O-])[O-].[K+].[K+].CNC1CCCCC1NC.[F:28][C:29]1[CH:34]=[CH:33][CH:32]=[CH:31][C:30]=1I. (5) Given the product [CH2:1]([O:3][C:4]1[N:12]=[CH:11][CH:10]=[CH:9][C:5]=1[C:6]([O:8][CH2:19][CH3:20])=[O:7])[CH3:2], predict the reactants needed to synthesize it. The reactants are: [CH2:1]([O:3][C:4]1[N:12]=[CH:11][CH:10]=[CH:9][C:5]=1[C:6]([OH:8])=[O:7])[CH3:2].C(=O)([O-])[O-].[Cs+].[Cs+].[CH2:19](I)[CH3:20]. (6) Given the product [Cl:46][C:21]1[CH:22]=[C:23]2[C:18](=[CH:19][CH:20]=1)[NH:17][C:29]1[C:28]([O:30][CH2:7][CH2:6][CH:5]3[CH2:3][CH2:2][NH:1][CH2:9][CH2:4]3)=[C:27]3[NH:31][C:32]4[CH:33]=[CH:34][C:35]([Cl:38])=[CH:36][C:37]=4[C:26]3=[CH:25][C:24]2=1, predict the reactants needed to synthesize it. The reactants are: [NH:1]1[C:9]2[C:4](=[CH:5][CH:6]=[CH:7]C=2)[CH:3]=[CH:2]1.C([N:17]1[C:29]2[C:28]([OH:30])=[C:27]3[N:31](C(OC(C)(C)C)=O)[C:32]4[CH:33]=[CH:34][C:35]([Cl:38])=[CH:36][C:37]=4[C:26]3=[CH:25][C:24]=2[C:23]2[C:18]1=[CH:19][CH:20]=[C:21]([Cl:46])[CH:22]=2)(OC(C)(C)C)=O.C(OC(N1CCC[C@H]1CO)=O)(C)(C)C. (7) Given the product [CH2:11]([N:10]1[C:3]2[CH:2]=[N:7][CH:6]=[N:5][C:4]=2[CH:8]=[N:9]1)[CH3:12], predict the reactants needed to synthesize it. The reactants are: Cl[C:2]1[C:3]2[N:10]([CH2:11][CH3:12])[N:9]=[CH:8][C:4]=2[N:5]=[CH:6][N:7]=1.